Dataset: Forward reaction prediction with 1.9M reactions from USPTO patents (1976-2016). Task: Predict the product of the given reaction. (1) The product is: [O:17]1[CH:21]=[CH:20][CH:19]=[C:18]1[C:22]([NH:23][C:24]1([C:25]([NH:10][C@H:11]([CH2:15][OH:16])[CH:12]([CH3:14])[CH3:13])=[O:27])[CH2:32][CH2:31][CH2:30][CH2:29][CH2:28]1)=[O:26]. Given the reactants C(N(CC)C(C)C)(C)C.[NH2:10][C@H:11]([CH2:15][OH:16])[CH:12]([CH3:14])[CH3:13].[O:17]1[CH:21]=[CH:20][CH:19]=[C:18]1[C:22]1[O:26][C:25](=[O:27])[C:24]2([CH2:32][CH2:31][CH2:30][CH2:29][CH2:28]2)[N:23]=1, predict the reaction product. (2) Given the reactants CS[CH2:3][N:4]1[C:13]2[C:8](=[CH:9][CH:10]=[CH:11][CH:12]=2)[N:7]=[C:6]([C:14]([O:16][CH2:17][CH3:18])=[O:15])[C:5]1=[O:19].S(Cl)([Cl:23])(=O)=O, predict the reaction product. The product is: [Cl:23][CH2:3][N:4]1[C:13]2[C:8](=[CH:9][CH:10]=[CH:11][CH:12]=2)[N:7]=[C:6]([C:14]([O:16][CH2:17][CH3:18])=[O:15])[C:5]1=[O:19]. (3) Given the reactants [C:1]([C@@H:4]([O:16][C:17]([N:19]1[CH2:24][CH2:23][O:22][CH2:21][CH2:20]1)=[O:18])[CH2:5][S:6]([CH2:9][C:10]1[CH:15]=[CH:14][CH:13]=[CH:12][CH:11]=1)(=[O:8])=[O:7])([OH:3])=O.CN(C(ON1N=[N:40][C:35]2[CH:36]=[CH:37]C=[N:39][C:34]1=2)=[N+](C)C)C.F[P-](F)(F)(F)(F)F.Cl.NC1(C#N)CC1.CN1CCOCC1, predict the reaction product. The product is: [C:34]([C:35]1([NH:40][C:1]([C@@H:4]([O:16][C:17]([N:19]2[CH2:24][CH2:23][O:22][CH2:21][CH2:20]2)=[O:18])[CH2:5][S:6]([CH2:9][C:10]2[CH:15]=[CH:14][CH:13]=[CH:12][CH:11]=2)(=[O:8])=[O:7])=[O:3])[CH2:37][CH2:36]1)#[N:39]. (4) Given the reactants C([Li])CCC.CC1(C)CCCC(C)(C)N1.[Cl:16][C:17]1[CH:22]=[N:21][CH:20]=[C:19]([Cl:23])[N:18]=1.[CH:24](OCC)=[O:25], predict the reaction product. The product is: [Cl:16][C:17]1[C:22]([CH:24]=[O:25])=[N:21][CH:20]=[C:19]([Cl:23])[N:18]=1. (5) Given the reactants [C:1]([O:4][C@@H:5]1[C@@H:18]([O:19][C:20](=[O:22])[CH3:21])[C@H:17]([O:23][C:24](=[O:26])[CH3:25])[CH2:16][S:15][C@H:6]1[O:7][C:8]1[CH:9]=[N:10][CH:11]=[C:12](Br)[CH:13]=1)(=[O:3])[CH3:2].[Cl:27][C:28]1[CH:33]=[C:32](B(O)O)[CH:31]=[CH:30][N:29]=1, predict the reaction product. The product is: [C:1]([O:4][C@@H:5]1[C@@H:18]([O:19][C:20](=[O:22])[CH3:21])[C@H:17]([O:23][C:24](=[O:26])[CH3:25])[CH2:16][S:15][C@H:6]1[O:7][C:8]1[CH:9]=[N:10][CH:11]=[C:12]([C:32]2[CH:31]=[CH:30][N:29]=[C:28]([Cl:27])[CH:33]=2)[CH:13]=1)(=[O:3])[CH3:2]. (6) Given the reactants [CH:1]1([C:7]2[C:8]3[S:23][C:22]([C:24]([OH:26])=[O:25])=[CH:21][C:9]=3[N:10]([CH2:18][O:19][CH3:20])[C:11]=2[C:12]2[CH:17]=[CH:16][CH:15]=[CH:14][CH:13]=2)[CH2:6][CH2:5][CH2:4][CH2:3][CH2:2]1.[Li]C(CC)C.CN(CCN(C)C)C.CN([CH:43]=[O:44])C, predict the reaction product. The product is: [CH:1]1([C:7]2[C:8]3[S:23][C:22]([C:24]([OH:26])=[O:25])=[C:21]([CH:43]=[O:44])[C:9]=3[N:10]([CH2:18][O:19][CH3:20])[C:11]=2[C:12]2[CH:17]=[CH:16][CH:15]=[CH:14][CH:13]=2)[CH2:2][CH2:3][CH2:4][CH2:5][CH2:6]1.